From a dataset of Forward reaction prediction with 1.9M reactions from USPTO patents (1976-2016). Predict the product of the given reaction. (1) Given the reactants Cl[C:2]1[CH:3]=[C:4]([C:20]([F:23])([F:22])[F:21])[C:5]2[CH:6]=[CH:7][C:8]3[N:9]([CH:12]=[C:13]([C:15]4[O:16][CH:17]=[N:18][N:19]=4)[N:14]=3)[C:10]=2[N:11]=1.[N:24]1[CH:29]=[CH:28][CH:27]=[C:26](B(O)O)[CH:25]=1.C(=O)([O-])[O-].[Na+].[Na+].C1(P(C2CCCCC2)C2CCCCC2)CCCCC1, predict the reaction product. The product is: [N:24]1[CH:29]=[CH:28][CH:27]=[C:26]([C:2]2[CH:3]=[C:4]([C:20]([F:23])([F:22])[F:21])[C:5]3[CH:6]=[CH:7][C:8]4[N:9]([CH:12]=[C:13]([C:15]5[O:16][CH:17]=[N:18][N:19]=5)[N:14]=4)[C:10]=3[N:11]=2)[CH:25]=1. (2) Given the reactants [OH:1][C:2]1[C:11]2[C:10](=[O:12])[O:9][C:8]([CH3:14])([CH3:13])[O:7][C:6]=2[CH:5]=[C:4]([OH:15])[CH:3]=1.CO.[C:18]1(P(C2C=CC=CC=2)C2C=CC=CC=2)C=CC=CC=1.CCOC(/N=N/C(OCC)=O)=O, predict the reaction product. The product is: [OH:1][C:2]1[C:11]2[C:10](=[O:12])[O:9][C:8]([CH3:13])([CH3:14])[O:7][C:6]=2[CH:5]=[C:4]([O:15][CH3:18])[CH:3]=1. (3) The product is: [F:1][C:2]1[CH:3]=[CH:4][C:5]([C:6]([NH:8][C:9]2[CH:21]=[C:20](/[CH:22]=[CH:23]/[C:24]3[CH:29]=[CH:28][CH:27]=[C:26]([O:30][CH3:31])[CH:25]=3)[CH:19]=[CH:18][C:10]=2[C:11]([OH:13])=[O:12])=[O:7])=[CH:32][CH:33]=1. Given the reactants [F:1][C:2]1[CH:33]=[CH:32][C:5]([C:6]([NH:8][C:9]2[CH:21]=[C:20](/[CH:22]=[CH:23]/[C:24]3[CH:29]=[CH:28][CH:27]=[C:26]([O:30][CH3:31])[CH:25]=3)[CH:19]=[CH:18][C:10]=2[C:11]([O:13]C(C)(C)C)=[O:12])=[O:7])=[CH:4][CH:3]=1, predict the reaction product.